This data is from Full USPTO retrosynthesis dataset with 1.9M reactions from patents (1976-2016). The task is: Predict the reactants needed to synthesize the given product. (1) Given the product [NH2:1][C:2]1[N:7]=[CH:6][C:5]([C:8]2[CH:9]=[C:10]([CH:11]=[CH:12][CH:13]=2)[C:14]([NH:16][CH2:17][C:18]2[CH:19]=[CH:20][CH:21]=[CH:22][CH:23]=2)=[O:15])=[N:4][C:3]=1[CH:24]=[O:25], predict the reactants needed to synthesize it. The reactants are: [NH2:1][C:2]1[C:3]([C:24](N(OC)C)=[O:25])=[N:4][C:5]([C:8]2[CH:13]=[CH:12][CH:11]=[C:10]([C:14]([NH:16][CH2:17][C:18]3[CH:23]=[CH:22][CH:21]=[CH:20][CH:19]=3)=[O:15])[CH:9]=2)=[CH:6][N:7]=1. (2) Given the product [OH:22][NH:21][C:19]([C:14]1[CH:15]=[C:16]2[C:11](=[CH:12][CH:13]=1)[CH2:10][N:9]([C:7](=[O:8])[CH2:6][O:5][CH2:4][CH2:3][O:2][CH3:1])[CH2:18][CH2:17]2)=[O:20], predict the reactants needed to synthesize it. The reactants are: [CH3:1][O:2][CH2:3][CH2:4][O:5][CH2:6][C:7]([N:9]1[CH2:18][CH2:17][C:16]2[C:11](=[CH:12][CH:13]=[C:14]([C:19]([NH:21][O:22]C3CCCCO3)=[O:20])[CH:15]=2)[CH2:10]1)=[O:8].Cl.